This data is from Forward reaction prediction with 1.9M reactions from USPTO patents (1976-2016). The task is: Predict the product of the given reaction. (1) The product is: [CH3:27][C:6]1[CH:7]=[C:8]([C:12]2[NH:21][C:20](=[O:22])[C:19]3[C:14](=[CH:15][C:16]([O:25][CH3:26])=[CH:17][C:18]=3[O:23][CH3:24])[N:13]=2)[CH:9]=[C:10]([CH3:11])[C:5]=1[O:4][CH2:3][CH2:2][N:32]1[CH2:33][CH2:34][N:29]([CH3:28])[CH2:30][CH2:31]1. Given the reactants Br[CH2:2][CH2:3][O:4][C:5]1[C:10]([CH3:11])=[CH:9][C:8]([C:12]2[NH:21][C:20](=[O:22])[C:19]3[C:14](=[CH:15][C:16]([O:25][CH3:26])=[CH:17][C:18]=3[O:23][CH3:24])[N:13]=2)=[CH:7][C:6]=1[CH3:27].[CH3:28][N:29]1[CH2:34][CH2:33][NH:32][CH2:31][CH2:30]1, predict the reaction product. (2) Given the reactants [O:1]1[CH2:6][CH2:5][CH2:4][CH2:3][CH:2]1[N:7]1[CH:15]=[N:14][C:13]2[C:8]1=[N:9][CH:10]=[N:11][C:12]=2[O:16][C:17]1[CH:22]=[CH:21][C:20]([NH2:23])=[CH:19][CH:18]=1.[C:24]1([CH2:30][C:31]([N:33]=[C:34]=[S:35])=[O:32])[CH:29]=[CH:28][CH:27]=[CH:26][CH:25]=1, predict the reaction product. The product is: [C:24]1([CH2:30][C:31]([NH:33][C:34]([NH:23][C:20]2[CH:21]=[CH:22][C:17]([O:16][C:12]3[N:11]=[CH:10][N:9]=[C:8]4[C:13]=3[N:14]=[CH:15][N:7]4[CH:2]3[CH2:3][CH2:4][CH2:5][CH2:6][O:1]3)=[CH:18][CH:19]=2)=[S:35])=[O:32])[CH:29]=[CH:28][CH:27]=[CH:26][CH:25]=1. (3) The product is: [O:1]([C:8]1[CH:9]=[C:10]([C:14]23[CH2:21][CH2:20][C:17]([O:22][CH2:24]/[CH:25]=[CH:26]/[C:27]([O:29][CH3:30])=[O:28])([CH2:18][CH2:19]2)[CH2:16][O:15]3)[CH:11]=[CH:12][CH:13]=1)[C:2]1[CH:7]=[CH:6][CH:5]=[CH:4][CH:3]=1. Given the reactants [O:1]([C:8]1[CH:9]=[C:10]([C:14]23[CH2:21][CH2:20][C:17]([OH:22])([CH2:18][CH2:19]2)[CH2:16][O:15]3)[CH:11]=[CH:12][CH:13]=1)[C:2]1[CH:7]=[CH:6][CH:5]=[CH:4][CH:3]=1.Br[CH2:24]/[CH:25]=[CH:26]/[C:27]([O:29][CH3:30])=[O:28].C(C1C=CC=C(C(C)(C)C)N=1)(C)(C)C, predict the reaction product. (4) Given the reactants Cl.[O:2]([C:9]1[N:13]=[C:12]([C@H:14]2[CH2:19][CH2:18][CH2:17][NH:16][CH2:15]2)[O:11][N:10]=1)[C:3]1[CH:8]=[CH:7][CH:6]=[CH:5][CH:4]=1.[F:20][C:21]1[CH:29]=[CH:28][C:24]([C:25](O)=[O:26])=[CH:23][N:22]=1.C1C=NC2N(O)N=NC=2C=1.CCN=C=NCCCN(C)C.Cl.C(N(CC)CC)C, predict the reaction product. The product is: [F:20][C:21]1[N:22]=[CH:23][C:24]([C:25]([N:16]2[CH2:17][CH2:18][CH2:19][C@H:14]([C:12]3[O:11][N:10]=[C:9]([O:2][C:3]4[CH:4]=[CH:5][CH:6]=[CH:7][CH:8]=4)[N:13]=3)[CH2:15]2)=[O:26])=[CH:28][CH:29]=1. (5) Given the reactants FC1C(O[C:9]([C:11]2[CH:12]=[C:13]3[C:17](=[CH:18][CH:19]=2)[NH:16][C:15](=[O:20])[C:14]3=[N:21][NH:22][C:23]2[CH:28]=[CH:27][C:26]([S:29](=[O:32])(=[O:31])[NH2:30])=[CH:25][CH:24]=2)=[O:10])=C(F)C(F)=C(F)C=1F.[OH:37][CH2:38][C:39]([CH3:43])([CH3:42])[CH2:40][NH2:41], predict the reaction product. The product is: [OH:37][CH2:38][C:39]([CH3:43])([CH3:42])[CH2:40][NH:41][C:9]([C:11]1[CH:12]=[C:13]2[C:17](=[CH:18][CH:19]=1)[NH:16][C:15](=[O:20])[C:14]2=[N:21][NH:22][C:23]1[CH:28]=[CH:27][C:26]([S:29](=[O:32])(=[O:31])[NH2:30])=[CH:25][CH:24]=1)=[O:10]. (6) Given the reactants [C:1]([NH:8][C@H:9]([C:19]([OH:21])=[O:20])[CH2:10][O:11][CH2:12][C:13]1[CH:18]=[CH:17][CH:16]=[CH:15][CH:14]=1)([O:3][C:4]([CH3:7])([CH3:6])[CH3:5])=[O:2].[CH3:22]I.[H-].[Na+], predict the reaction product. The product is: [CH2:12]([O:11][CH2:10][C@H:9]([N:8]([C:1]([O:3][C:4]([CH3:7])([CH3:6])[CH3:5])=[O:2])[CH3:22])[C:19]([OH:21])=[O:20])[C:13]1[CH:14]=[CH:15][CH:16]=[CH:17][CH:18]=1. (7) Given the reactants [Br:1][C:2]1[CH:7]=[CH:6][CH:5]=[CH:4][C:3]=1[NH:8][C:9]1[O:10][C:11]2[CH:17]=[C:16]([CH2:18][C:19]([O:21]CC)=[O:20])[CH:15]=[CH:14][C:12]=2[N:13]=1.[OH-].[Na+], predict the reaction product. The product is: [Br:1][C:2]1[CH:7]=[CH:6][CH:5]=[CH:4][C:3]=1[NH:8][C:9]1[O:10][C:11]2[CH:17]=[C:16]([CH2:18][C:19]([OH:21])=[O:20])[CH:15]=[CH:14][C:12]=2[N:13]=1. (8) Given the reactants I[C:2]1[N:3]=[CH:4][N:5]([S:7]([N:10]([CH3:12])[CH3:11])(=[O:9])=[O:8])[CH:6]=1.C([Mg]Br)C.[CH3:17][O:18][C:19]1[C:20]([N+:30]([O-:32])=[O:31])=[C:21]2[C:26](=[CH:27][CH:28]=1)[C:25](=O)[CH2:24][CH2:23][CH2:22]2, predict the reaction product. The product is: [CH3:17][O:18][C:19]1[C:20]([N+:30]([O-:32])=[O:31])=[C:21]2[C:26](=[CH:27][CH:28]=1)[C:25]([C:2]1[N:3]=[CH:4][N:5]([S:7]([N:10]([CH3:12])[CH3:11])(=[O:9])=[O:8])[CH:6]=1)=[CH:24][CH2:23][CH2:22]2.